Predict the product of the given reaction. From a dataset of Forward reaction prediction with 1.9M reactions from USPTO patents (1976-2016). (1) Given the reactants O.O.[Sn](Cl)Cl.[Cl:6][C:7]1[N:12]=[C:11]([C:13]#[N:14])[C:10]([N+:15]([O-])=O)=[C:9]([NH:18][CH3:19])[CH:8]=1.C(OCC)(=O)C.[OH-].[NH4+], predict the reaction product. The product is: [NH2:15][C:10]1[C:11]([C:13]#[N:14])=[N:12][C:7]([Cl:6])=[CH:8][C:9]=1[NH:18][CH3:19]. (2) Given the reactants [Cl:1][C:2]1[CH:26]=[CH:25][C:5]([O:6][CH2:7][C:8]([NH:10][C:11]2[CH:16]=[CH:15][C:14]([O:17][CH2:18][CH3:19])=[CH:13][C:12]=2[NH:20][CH2:21][CH:22]([CH3:24])[CH3:23])=O)=[CH:4][CH:3]=1, predict the reaction product. The product is: [Cl:1][C:2]1[CH:26]=[CH:25][C:5]([O:6][CH2:7][C:8]2[N:20]([CH2:21][CH:22]([CH3:24])[CH3:23])[C:12]3[CH:13]=[C:14]([O:17][CH2:18][CH3:19])[CH:15]=[CH:16][C:11]=3[N:10]=2)=[CH:4][CH:3]=1. (3) The product is: [Cl:1][C:2]1[CH:29]=[CH:28][CH:27]=[CH:26][C:3]=1[C:4]([NH:6][C@H:7]1[C:15]2[C:10](=[CH:11][CH:12]=[C:13]([C:16]([N:18]([CH3:25])[CH:19]3[CH2:20][CH2:21][N:22]([C:35]4[CH:36]=[CH:31][N:32]=[C:33]([NH:41][CH3:40])[N:34]=4)[CH2:23][CH2:24]3)=[O:17])[CH:14]=2)[CH2:9][CH2:8]1)=[O:5]. Given the reactants [Cl:1][C:2]1[CH:29]=[CH:28][CH:27]=[CH:26][C:3]=1[C:4]([NH:6][C@H:7]1[C:15]2[C:10](=[CH:11][CH:12]=[C:13]([C:16]([N:18]([CH3:25])[CH:19]3[CH2:24][CH2:23][NH:22][CH2:21][CH2:20]3)=[O:17])[CH:14]=2)[CH2:9][CH2:8]1)=[O:5].Cl[C:31]1[CH:36]=[CH:35][N:34]=[C:33](CN)[N:32]=1.C[CH2:40][N:41](C(C)C)C(C)C, predict the reaction product. (4) Given the reactants Br[CH2:2][C:3](Br)=[O:4].[NH2:6][CH2:7][C@@H:8]1[CH2:13][CH2:12][CH2:11][N:10]([C:14]([O:16][C:17]([CH3:20])([CH3:19])[CH3:18])=[O:15])[CH2:9]1.C(N(C(C)C)C(C)C)C.[CH3:30][C:31]1[CH:36]=[CH:35][CH:34]=[C:33]([CH3:37])[C:32]=1[NH:38][C:39]([NH:41]/[N:42]=[CH:43]/[C:44]1[CH:49]=[CH:48][C:47]([C:50]2[N:54]=[CH:53][N:52]([C:55]3[CH:60]=[CH:59][C:58]([O:61][C:62]([F:65])([F:64])[F:63])=[CH:57][CH:56]=3)[N:51]=2)=[CH:46][CH:45]=1)=[S:40], predict the reaction product. The product is: [CH3:37][C:33]1[CH:34]=[CH:35][CH:36]=[C:31]([CH3:30])[C:32]=1/[N:38]=[C:39](/[NH:41]/[N:42]=[CH:43]/[C:44]1[CH:49]=[CH:48][C:47]([C:50]2[N:54]=[CH:53][N:52]([C:55]3[CH:60]=[CH:59][C:58]([O:61][C:62]([F:64])([F:65])[F:63])=[CH:57][CH:56]=3)[N:51]=2)=[CH:46][CH:45]=1)\[S:40][CH2:2][C:3]([NH:6][CH2:7][C@@H:8]1[CH2:13][CH2:12][CH2:11][N:10]([C:14]([O:16][C:17]([CH3:20])([CH3:19])[CH3:18])=[O:15])[CH2:9]1)=[O:4]. (5) Given the reactants [F:1][C:2]1[CH:3]=[C:4]([N:14]2[CH2:18][C@H:17]([CH2:19][NH:20][C:21](=[O:24])[CH2:22][F:23])[O:16][C:15]2=[O:25])[CH:5]=[CH:6][C:7]=1[N:8]1[CH2:13][CH2:12][NH:11][CH2:10][CH2:9]1.C(N(C(C)C)C(C)C)C.Br[C:36]1[S:40][C:39]([N+:41]([O-:43])=[O:42])=[CH:38][CH:37]=1, predict the reaction product. The product is: [F:1][C:2]1[CH:3]=[C:4]([N:14]2[CH2:18][C@H:17]([CH2:19][NH:20][C:21](=[O:24])[CH2:22][F:23])[O:16][C:15]2=[O:25])[CH:5]=[CH:6][C:7]=1[N:8]1[CH2:13][CH2:12][N:11]([C:36]2[S:40][C:39]([N+:41]([O-:43])=[O:42])=[CH:38][CH:37]=2)[CH2:10][CH2:9]1. (6) The product is: [Br:2][C:3]1[CH:4]=[C:5]([CH2:11][N:12]([CH3:29])[C:13](=[O:28])[CH2:14][C:15]2([C:21]3[CH:22]=[CH:23][C:24]([F:27])=[CH:25][CH:26]=3)[CH2:20][CH2:19][N:18]([CH3:30])[CH2:17][CH2:16]2)[CH:6]=[C:7]([C:9]#[N:10])[CH:8]=1. Given the reactants [Na].[Br:2][C:3]1[CH:4]=[C:5]([CH2:11][N:12]([CH3:29])[C:13](=[O:28])[CH2:14][C:15]2([C:21]3[CH:26]=[CH:25][C:24]([F:27])=[CH:23][CH:22]=3)[CH2:20][CH2:19][NH:18][CH2:17][CH2:16]2)[CH:6]=[C:7]([C:9]#[N:10])[CH:8]=1.[CH2:30]=O, predict the reaction product. (7) Given the reactants CN(C)/[CH:3]=[CH:4]/[C:5](=O)[CH:6]([O:9][CH3:10])[O:7][CH3:8].[NH2:13][C:14]([NH2:16])=[S:15].C[O-].[Na+].Br[CH2:21][CH2:22][CH3:23], predict the reaction product. The product is: [CH3:8][O:7][CH:6]([O:9][CH3:10])[C:5]1[CH:4]=[CH:3][N:16]=[C:14]([S:15][CH2:21][CH2:22][CH3:23])[N:13]=1. (8) The product is: [CH2:18]([C:9]1[C:10]2[CH:14]=[CH:13][S:12][C:11]=2[C:15]([CH3:17])=[CH:16][C:8]=1[O:7][C:4](=[CH:3][NH:20][C:22]1[CH:30]=[CH:31][CH:26]=[CH:27][CH:28]=1)[C:5]#[N:6])[CH3:19]. Given the reactants CN(C)[CH:3]([N:20]([CH3:22])C)[CH:4]([O:7][C:8]1[CH:16]=[C:15]([CH3:17])[C:11]2[S:12][CH:13]=[CH:14][C:10]=2[C:9]=1[CH2:18][CH3:19])[C:5]#[N:6].Cl.N[C:26]1[CH:31]=[CH:30]C=[CH:28][CH:27]=1.Cl.NC(N)=N.C[O-].[Na+].NC(N)=N, predict the reaction product. (9) Given the reactants C1N=CN([C:6](N2C=NC=C2)=[O:7])C=1.[CH3:13][P:14]([C:17]1[CH:22]=[CH:21][C:20]([CH2:23]O)=[CH:19][CH:18]=1)([CH3:16])=[O:15].NC[C:27]1[CH:32]=[CH:31][C:30]([C:33]([NH:35][C:36]2[CH:37]=[C:38]([C:50]3[CH:55]=[CH:54][CH:53]=[CH:52][CH:51]=3)[CH:39]=[CH:40][C:41]=2[NH:42]C(=O)OC(C)(C)C)=[O:34])=[CH:29][CH:28]=1.CC[N:58]([CH2:61]C)CC.C1CCN2C(=NCCC2)CC1.C1C[O:77]CC1, predict the reaction product. The product is: [C:61](=[O:77])([O:7][CH:6]([CH2:23][C:20]1[CH:19]=[CH:18][C:17]([P:14]([CH3:13])([CH3:16])=[O:15])=[CH:22][CH:21]=1)[C:27]1[CH:32]=[CH:31][C:30]([C:33]([NH:35][C:36]2[CH:37]=[C:38]([C:50]3[CH:55]=[CH:54][CH:53]=[CH:52][CH:51]=3)[CH:39]=[CH:40][C:41]=2[NH2:42])=[O:34])=[CH:29][CH:28]=1)[NH2:58].